Dataset: Forward reaction prediction with 1.9M reactions from USPTO patents (1976-2016). Task: Predict the product of the given reaction. (1) Given the reactants C([O-])(=O)C.[K+].C(OC(N[C@@H](CC1C=NC(C(F)(F)F)=CC=1)CN(C1SC([C:29]2[CH:30]=[C:31]3[C:36](=[CH:37][CH:38]=2)[CH:35]=[N:34][C:33]([F:39])=[CH:32]3)=CN=1)C(=O)OC(C)(C)C)=O)(C)(C)C.Br[C:52]1[S:56][C:55]([N:57]([CH2:65][C@@H:66]([NH:78][C:79]([O:81][C:82]([CH3:85])([CH3:84])[CH3:83])=[O:80])[CH2:67][C:68]2[CH:77]=[CH:76][C:71]3[O:72][CH2:73][CH2:74][O:75][C:70]=3[CH:69]=2)[C:58](=[O:64])[O:59][C:60]([CH3:63])([CH3:62])[CH3:61])=[N:54][CH:53]=1.C(#N)C, predict the reaction product. The product is: [C:82]([O:81][C:79]([NH:78][C@@H:66]([CH2:67][C:68]1[CH:77]=[CH:76][C:71]2[O:72][CH2:73][CH2:74][O:75][C:70]=2[CH:69]=1)[CH2:65][N:57]([C:55]1[S:56][C:52]([C:29]2[CH:30]=[C:31]3[C:36](=[CH:37][CH:38]=2)[CH:35]=[N:34][C:33]([F:39])=[CH:32]3)=[CH:53][N:54]=1)[C:58](=[O:64])[O:59][C:60]([CH3:63])([CH3:62])[CH3:61])=[O:80])([CH3:85])([CH3:84])[CH3:83]. (2) Given the reactants Cl[C:2]1[CH:7]=[CH:6][N:5]=[C:4]([C:8]([F:11])([F:10])[F:9])[N:3]=1.[CH2:12]1[C:16]2([CH2:21][CH2:20][NH:19][CH2:18][CH2:17]2)[CH2:15][CH2:14][N:13]1[C:22]([O:24][C:25]([CH3:28])([CH3:27])[CH3:26])=[O:23].CCN(C(C)C)C(C)C, predict the reaction product. The product is: [F:9][C:8]([F:11])([F:10])[C:4]1[N:3]=[C:2]([N:19]2[CH2:20][CH2:21][C:16]3([CH2:12][N:13]([C:22]([O:24][C:25]([CH3:26])([CH3:27])[CH3:28])=[O:23])[CH2:14][CH2:15]3)[CH2:17][CH2:18]2)[CH:7]=[CH:6][N:5]=1. (3) Given the reactants CN([C@@H](C)C([NH:13][C@H:14]([C:18]([N:20]1[CH2:25][CH2:24][NH:23][CH2:22][C@H:21]1[C:26]([NH:28][C@H:29]1[C:38]2[C:33](=[CH:34][CH:35]=[CH:36][CH:37]=2)[CH2:32][CH2:31][CH2:30]1)=[O:27])=[O:19])[CH:15]([CH3:17])[CH3:16])=O)C(=O)OC(C)(C)C.[CH:40](NC(C)C)(C)C.[C:47](N[C@H](C(O)=O)C(C)C)([O:49][C:50]([CH3:53])([CH3:52])[CH3:51])=[O:48].CN(C(ON1N=N[C:72]2[CH:73]=[CH:74][CH:75]=[CH:76][C:71]1=2)=[N+](C)C)C.F[P-](F)(F)(F)(F)F.C1C=CC2N(O)N=NC=2C=1, predict the reaction product. The product is: [C:50]([O:49][C:47](=[O:48])[NH:13][C@H:14]([C:18]([N:20]1[CH2:25][CH2:24][N:23]([CH2:40][C:71]2[CH:76]=[CH:75][CH:74]=[CH:73][CH:72]=2)[CH2:22][C@H:21]1[C:26](=[O:27])[NH:28][C@H:29]1[C:38]2[C:33](=[CH:34][CH:35]=[CH:36][CH:37]=2)[CH2:32][CH2:31][CH2:30]1)=[O:19])[CH:15]([CH3:17])[CH3:16])([CH3:51])([CH3:52])[CH3:53]. (4) Given the reactants [NH2:1][C:2]([C:4]1[CH:5]=[N:6][C:7]2[C:12]([C:13]=1[NH:14][C:15]1[CH:16]=[C:17]([CH:23]=[CH:24][CH:25]=1)[C:18]([O:20]CC)=[O:19])=[CH:11][CH:10]=[C:9]([C:26]1[C:27]([CH3:32])=[N:28][CH:29]=[CH:30][CH:31]=1)[CH:8]=2)=[O:3].[OH-].[Na+], predict the reaction product. The product is: [NH2:1][C:2]([C:4]1[CH:5]=[N:6][C:7]2[C:12]([C:13]=1[NH:14][C:15]1[CH:16]=[C:17]([CH:23]=[CH:24][CH:25]=1)[C:18]([OH:20])=[O:19])=[CH:11][CH:10]=[C:9]([C:26]1[C:27]([CH3:32])=[N:28][CH:29]=[CH:30][CH:31]=1)[CH:8]=2)=[O:3]. (5) Given the reactants [S:1]([N:11]1[C:19]2[CH:18]=[CH:17][N:16]=[C:15]([C:20](=[N:22]O)[CH3:21])[C:14]=2[CH:13]=[CH:12]1)([C:4]1[CH:10]=[CH:9][C:7]([CH3:8])=[CH:6][CH:5]=1)(=[O:3])=[O:2].[NH4+].[Cl-], predict the reaction product. The product is: [S:1]([N:11]1[C:19]2[CH:18]=[CH:17][N:16]=[C:15]([CH:20]([NH2:22])[CH3:21])[C:14]=2[CH:13]=[CH:12]1)([C:4]1[CH:5]=[CH:6][C:7]([CH3:8])=[CH:9][CH:10]=1)(=[O:3])=[O:2]. (6) The product is: [C:13]([NH:3][C@H:4]([CH2:11][OH:12])[CH2:5][C:6]1[N:10]=[CH:9][N:8]([C:19]([O:21][C:22]([CH3:25])([CH3:23])[CH3:24])=[O:20])[CH:7]=1)([O:15][C:22]([CH3:25])([CH3:24])[CH3:23])=[O:16]. Given the reactants Cl.Cl.[NH2:3][C@H:4]([CH2:11][OH:12])[CH2:5][C:6]1[N:10]=[CH:9][NH:8][CH:7]=1.[C:13](=[O:16])([O-:15])[O-].[Na+].[Na+].[C:19](O[C:19]([O:21][C:22]([CH3:25])([CH3:24])[CH3:23])=[O:20])([O:21][C:22]([CH3:25])([CH3:24])[CH3:23])=[O:20].P([O-])(O)(O)=O.[K+], predict the reaction product. (7) Given the reactants Br[C:2]1[CH:3]=[C:4]([N:8]2[C:12]3[C:13]4[CH:14]=[CH:15][CH:16]=[CH:17][C:18]=4[S:19](=[O:22])(=[O:21])[CH2:20][C:11]=3[C:10]([C:23]([N:25]3[CH2:30][CH2:29][O:28][CH2:27][CH2:26]3)=[O:24])=[N:9]2)[CH:5]=[CH:6][CH:7]=1.[Br-].[S:32]1[CH:36]=[CH:35][N:34]=[C:33]1[Zn+], predict the reaction product. The product is: [N:25]1([C:23]([C:10]2[C:11]3[CH2:20][S:19](=[O:22])(=[O:21])[C:18]4[CH:17]=[CH:16][CH:15]=[CH:14][C:13]=4[C:12]=3[N:8]([C:4]3[CH:5]=[CH:6][CH:7]=[C:2]([C:33]4[S:32][CH:36]=[CH:35][N:34]=4)[CH:3]=3)[N:9]=2)=[O:24])[CH2:30][CH2:29][O:28][CH2:27][CH2:26]1. (8) The product is: [Cl:1][C:2]1[CH:3]=[C:4]2[C:9](=[CH:10][CH:11]=1)[C:8](=[O:12])[N:7]([CH2:13][C:14]1[CH:15]=[CH:16][C:17]([S:20]([CH3:23])(=[O:21])=[O:22])=[CH:18][CH:19]=1)[C:6]([CH:24]=[O:25])=[C:5]2[C:26]1[CH:27]=[CH:28][CH:29]=[CH:30][CH:31]=1. Given the reactants [Cl:1][C:2]1[CH:3]=[C:4]2[C:9](=[CH:10][CH:11]=1)[C:8](=[O:12])[N:7]([CH2:13][C:14]1[CH:19]=[CH:18][C:17]([S:20]([CH3:23])(=[O:22])=[O:21])=[CH:16][CH:15]=1)[C:6]([CH2:24][OH:25])=[C:5]2[C:26]1[CH:31]=[CH:30][CH:29]=[CH:28][CH:27]=1, predict the reaction product. (9) Given the reactants [C:1]([O:5][C:6](=[O:21])[NH:7][C:8]1[CH:13]=[C:12]([NH:14][CH2:15][CH:16]([CH3:18])[CH3:17])[C:11]([Cl:19])=[CH:10][C:9]=1[NH2:20])([CH3:4])([CH3:3])[CH3:2].C([O:26][C:27](=O)[CH2:28][C:29]([C:31]1[CH:36]=[CH:35][CH:34]=[C:33]([N:37]2[CH:41]=[CH:40][N:39]=[CH:38]2)[CH:32]=1)=[O:30])(C)(C)C, predict the reaction product. The product is: [C:1]([O:5][C:6](=[O:21])[NH:7][C:8]1[CH:13]=[C:12]([NH:14][CH2:15][CH:16]([CH3:17])[CH3:18])[C:11]([Cl:19])=[CH:10][C:9]=1[NH:20][C:27](=[O:26])[CH2:28][C:29]([C:31]1[CH:36]=[CH:35][CH:34]=[C:33]([N:37]2[CH:41]=[CH:40][N:39]=[CH:38]2)[CH:32]=1)=[O:30])([CH3:3])([CH3:2])[CH3:4]. (10) Given the reactants [CH2:1]([O:8][C@@H:9]([CH3:15])[CH2:10][C:11](=[O:14])[CH2:12]Br)[C:2]1[CH:7]=[CH:6][CH:5]=[CH:4][CH:3]=1.[CH3:16][O:17][C:18](=[O:24])[CH2:19][C:20](=[O:23])[CH2:21][CH3:22], predict the reaction product. The product is: [CH3:16][O:17][C:18](=[O:24])[CH:19]([C:20](=[O:23])[CH2:21][CH3:22])[CH2:12][C:11](=[O:14])[CH2:10][C@@H:9]([O:8][CH2:1][C:2]1[CH:7]=[CH:6][CH:5]=[CH:4][CH:3]=1)[CH3:15].